From a dataset of Retrosynthesis with 50K atom-mapped reactions and 10 reaction types from USPTO. Predict the reactants needed to synthesize the given product. (1) Given the product Cc1cc(Cl)cc(C(=O)NC2(C)CS(=O)(=O)C2)c1NC(=O)c1cc(OCC(F)(F)F)nn1-c1ncccc1Cl, predict the reactants needed to synthesize it. The reactants are: Cc1cc(Cl)cc(C(=O)NC2(C)CS(=O)(=O)C2)c1N.O=C(Cl)c1cc(OCC(F)(F)F)nn1-c1ncccc1Cl. (2) Given the product COc1cccc(C)c1C(=O)N[C@@H]1CCC[C@@H]1N1CCCC1, predict the reactants needed to synthesize it. The reactants are: COc1cccc(C)c1C(=O)O.N[C@@H]1CCC[C@@H]1N1CCCC1.